Dataset: Forward reaction prediction with 1.9M reactions from USPTO patents (1976-2016). Task: Predict the product of the given reaction. (1) Given the reactants [C:1]([O:5][C:6](=[O:24])[NH:7][CH:8]([C:16]1[N:20]([CH2:21][CH3:22])[C:19]([SH:23])=[N:18][N:17]=1)[CH2:9][C:10]1[CH:15]=[CH:14][CH:13]=[CH:12][N:11]=1)([CH3:4])([CH3:3])[CH3:2].[OH-].[Na+].[CH3:27]I, predict the reaction product. The product is: [CH2:21]([N:20]1[C:19]([S:23][CH3:27])=[N:18][N:17]=[C:16]1[C@H:8]([NH:7][C:6](=[O:24])[O:5][C:1]([CH3:2])([CH3:4])[CH3:3])[CH2:9][C:10]1[CH:15]=[CH:14][CH:13]=[CH:12][N:11]=1)[CH3:22]. (2) Given the reactants [CH3:1][C:2]([CH3:27])([CH2:24][CH2:25][CH3:26])[CH2:3][O:4][C:5]1[N:13]=[C:12]2[C:8]([N:9]=[C:10]([O:21]C)[N:11]2[CH2:14][CH:15]2[CH2:20][CH2:19][O:18][CH2:17][CH2:16]2)=[C:7]([NH2:23])[N:6]=1.Cl.[OH-].[Na+], predict the reaction product. The product is: [NH2:23][C:7]1[N:6]=[C:5]([O:4][CH2:3][C:2]([CH3:1])([CH3:27])[CH2:24][CH2:25][CH3:26])[N:13]=[C:12]2[C:8]=1[NH:9][C:10](=[O:21])[N:11]2[CH2:14][CH:15]1[CH2:16][CH2:17][O:18][CH2:19][CH2:20]1. (3) Given the reactants [Cl:1][C:2]1[CH:7]=[CH:6][C:5]([NH:8][C:9](=[O:15])[C:10]([O:12]CC)=[O:11])=[CH:4][C:3]=1[F:16].[OH-].[Na+].CCO.Cl, predict the reaction product. The product is: [Cl:1][C:2]1[CH:7]=[CH:6][C:5]([NH:8][C:9](=[O:15])[C:10]([OH:12])=[O:11])=[CH:4][C:3]=1[F:16]. (4) Given the reactants [N:1]1[C:10]2[C:5](=[CH:6][CH:7]=[C:8]([O:11][C:12]3[N:17]=[CH:16][N:15]=[C:14]([C:18]4[CH:23]=[CH:22][C:21]([C:24]([F:27])([F:26])[F:25])=[CH:20][C:19]=4[OH:28])[CH:13]=3)[CH:9]=2)[CH:4]=[CH:3][CH:2]=1.C([O-])([O-])=O.[K+].[K+].Br[CH2:36][CH:37]1[CH2:42][CH2:41][CH2:40][CH2:39][CH2:38]1, predict the reaction product. The product is: [CH:37]1([CH2:36][O:28][C:19]2[CH:20]=[C:21]([C:24]([F:25])([F:27])[F:26])[CH:22]=[CH:23][C:18]=2[C:14]2[N:15]=[CH:16][N:17]=[C:12]([O:11][C:8]3[CH:9]=[C:10]4[C:5]([CH:4]=[CH:3][CH:2]=[N:1]4)=[CH:6][CH:7]=3)[CH:13]=2)[CH2:42][CH2:41][CH2:40][CH2:39][CH2:38]1. (5) The product is: [NH2:7][CH:8]1[CH2:9][CH2:10][N:11]([CH2:14][CH2:15][N:16]2[C:25]3[C:20](=[CH:21][CH:22]=[C:23]([O:26][CH3:27])[CH:24]=3)[N:19]=[C:18]([CH3:28])[C:17]2=[O:29])[CH2:12][CH2:13]1. Given the reactants C(OC(=O)[NH:7][CH:8]1[CH2:13][CH2:12][N:11]([CH2:14][CH2:15][N:16]2[C:25]3[C:20](=[CH:21][CH:22]=[C:23]([O:26][CH3:27])[CH:24]=3)[N:19]=[C:18]([CH3:28])[C:17]2=[O:29])[CH2:10][CH2:9]1)(C)(C)C.FC(F)(F)C(O)=O.NC1CCN(CCN2C3C(=CC=C(F)C=3)N=CC2=O)CC1, predict the reaction product. (6) The product is: [CH3:1][O:2][C:3](=[O:5])[NH:4][CH:78]([C:90]([N:6]1[CH2:10][CH2:9][CH2:8][CH:7]1[C:11]1[NH:15][C:14]([C:16]2[CH:17]=[CH:18][C:19]3[C:25]4[CH:26]=[CH:27][C:28]([C:30]5[NH:31][C:32]([CH:35]6[CH2:39][CH2:38][CH2:37][N:36]6[C:51](=[O:53])[CH:47]([NH:46][C:44]([O:43][CH3:42])=[O:45])[CH:48]([CH3:49])[CH3:50])=[N:33][CH:34]=5)=[CH:29][C:24]=4[CH2:23][N:22]([CH3:40])[CH2:21][C:20]=3[CH:41]=2)=[CH:13][N:12]=1)=[O:91])[CH:66]([CH3:65])[CH3:67]. Given the reactants [CH3:1][O:2][C:3](=[O:5])[NH2:4].[NH:6]1[CH2:10][CH2:9][CH2:8][CH:7]1[C:11]1[NH:15][C:14]([C:16]2[CH:17]=[CH:18][C:19]3[C:25]4[CH:26]=[CH:27][C:28]([C:30]5[NH:31][C:32]([CH:35]6[CH2:39][CH2:38][CH2:37][NH:36]6)=[N:33][CH:34]=5)=[CH:29][C:24]=4[CH2:23][N:22]([CH3:40])[CH2:21][C:20]=3[CH:41]=2)=[CH:13][N:12]=1.[CH3:42][O:43][C:44]([NH:46][C@H:47]([C:51]([OH:53])=O)[CH:48]([CH3:50])[CH3:49])=[O:45].CN(C(ON1N=NC2[CH:65]=[CH:66][CH:67]=NC1=2)=[N+](C)C)C.F[P-](F)(F)(F)(F)F.[CH:78](N(C(C)C)CC)(C)C.CN([CH:90]=[O:91])C, predict the reaction product. (7) Given the reactants [O:1]([C:8]1[CH:13]=[CH:12][C:11](B(O)O)=[CH:10][CH:9]=1)[C:2]1[CH:7]=[CH:6][CH:5]=[CH:4][CH:3]=1.Br[C:18]1[C:19]([NH2:24])=[N:20][CH:21]=[CH:22][CH:23]=1.C(=O)([O-])[O-].[Na+].[Na+], predict the reaction product. The product is: [O:1]([C:8]1[CH:13]=[CH:12][C:11]([C:18]2[C:19]([NH2:24])=[N:20][CH:21]=[CH:22][CH:23]=2)=[CH:10][CH:9]=1)[C:2]1[CH:7]=[CH:6][CH:5]=[CH:4][CH:3]=1. (8) Given the reactants C([O:3][C:4]([CH:6]1[CH2:8][C:7]1([CH2:27][CH2:28][O:29][Si:30]([C:33]([CH3:36])([CH3:35])[CH3:34])([CH3:32])[CH3:31])[C@@H:9]1[C@:17]2([CH3:18])[C@H:12]([C@@H:13]([O:19][Si:20]([C:23]([CH3:26])([CH3:25])[CH3:24])([CH3:22])[CH3:21])[CH2:14][CH2:15][CH2:16]2)[CH2:11][CH2:10]1)=O)C.CC(C[AlH]CC(C)C)C.[Cl-].[NH4+].Cl, predict the reaction product. The product is: [C:33]([Si:30]([CH3:32])([CH3:31])[O:29][CH2:28][CH2:27][C:7]1([C@@H:9]2[C@:17]3([CH3:18])[C@H:12]([C@@H:13]([O:19][Si:20]([C:23]([CH3:26])([CH3:25])[CH3:24])([CH3:21])[CH3:22])[CH2:14][CH2:15][CH2:16]3)[CH2:11][CH2:10]2)[CH2:8][CH:6]1[CH2:4][OH:3])([CH3:36])([CH3:35])[CH3:34].